Regression. Given two drug SMILES strings and cell line genomic features, predict the synergy score measuring deviation from expected non-interaction effect. From a dataset of NCI-60 drug combinations with 297,098 pairs across 59 cell lines. (1) Drug 1: CNC(=O)C1=NC=CC(=C1)OC2=CC=C(C=C2)NC(=O)NC3=CC(=C(C=C3)Cl)C(F)(F)F. Drug 2: C1CN(P(=O)(OC1)NCCCl)CCCl. Cell line: RPMI-8226. Synergy scores: CSS=11.5, Synergy_ZIP=-0.423, Synergy_Bliss=1.93, Synergy_Loewe=5.75, Synergy_HSA=1.80. (2) Drug 1: C1CN(CCN1C(=O)CCBr)C(=O)CCBr. Drug 2: CC1C(C(CC(O1)OC2CC(CC3=C2C(=C4C(=C3O)C(=O)C5=CC=CC=C5C4=O)O)(C(=O)C)O)N)O. Cell line: MCF7. Synergy scores: CSS=44.1, Synergy_ZIP=-3.81, Synergy_Bliss=-4.16, Synergy_Loewe=0.798, Synergy_HSA=2.14.